Predict the reactants needed to synthesize the given product. From a dataset of Full USPTO retrosynthesis dataset with 1.9M reactions from patents (1976-2016). The reactants are: [Br:1][C:2]1[CH:7]=[N:6][C:5]([Cl:8])=[C:4]2[NH:9][CH:10]=[C:11]([CH2:12]N(C)C)[C:3]=12.[C-:16]#[N:17].[K+]. Given the product [Br:1][C:2]1[CH:7]=[N:6][C:5]([Cl:8])=[C:4]2[NH:9][CH:10]=[C:11]([CH2:12][C:16]#[N:17])[C:3]=12, predict the reactants needed to synthesize it.